This data is from Full USPTO retrosynthesis dataset with 1.9M reactions from patents (1976-2016). The task is: Predict the reactants needed to synthesize the given product. (1) Given the product [CH3:34][NH:35][C:2]1[N:7]=[C:6]([C:8]2[CH:13]=[CH:12][CH:11]=[CH:10][CH:9]=2)[N:5]=[C:4]([N:14]2[CH2:19][CH2:18][CH:17]([C:20]([NH:22][CH2:23][C:24]3[CH:29]=[CH:28][CH:27]=[CH:26][C:25]=3[C:30]([F:33])([F:32])[F:31])=[O:21])[CH2:16][CH2:15]2)[CH:3]=1, predict the reactants needed to synthesize it. The reactants are: Cl[C:2]1[N:7]=[C:6]([C:8]2[CH:13]=[CH:12][CH:11]=[CH:10][CH:9]=2)[N:5]=[C:4]([N:14]2[CH2:19][CH2:18][CH:17]([C:20]([NH:22][CH2:23][C:24]3[CH:29]=[CH:28][CH:27]=[CH:26][C:25]=3[C:30]([F:33])([F:32])[F:31])=[O:21])[CH2:16][CH2:15]2)[CH:3]=1.[CH3:34][NH2:35].CCO. (2) Given the product [NH2:1][C:2]1[CH:3]=[C:4]([CH2:12][CH2:13][N:14]2[C:22](=[O:23])[C:21]3[C:16](=[CH:17][CH:18]=[CH:19][CH:20]=3)[C:15]2=[O:24])[CH:5]=[C:6]([C:8]([F:9])([F:10])[F:11])[CH:7]=1, predict the reactants needed to synthesize it. The reactants are: [NH2:1][C:2]1[CH:3]=[C:4](/[CH:12]=[CH:13]/[N:14]2[C:22](=[O:23])[C:21]3[C:16](=[CH:17][CH:18]=[CH:19][CH:20]=3)[C:15]2=[O:24])[CH:5]=[C:6]([C:8]([F:11])([F:10])[F:9])[CH:7]=1.O1CCCC1.[H][H]. (3) Given the product [CH3:1][CH:2]1[CH2:7][C:6](=[O:8])[CH:5]=[C:4]([C:19]2[CH:24]=[CH:23][N:22]=[CH:21][C:20]=2[N+:25]([O-:27])=[O:26])[CH2:3]1, predict the reactants needed to synthesize it. The reactants are: [CH3:1][CH:2]1[CH2:7][C:6](=[O:8])[CH:5]=[C:4](B2OC(C)(C)C(C)(C)O2)[CH2:3]1.Cl[C:19]1[CH:24]=[CH:23][N:22]=[CH:21][C:20]=1[N+:25]([O-:27])=[O:26].C([O-])([O-])=O.[Na+].[Na+].C(Cl)Cl. (4) Given the product [ClH:34].[C:13]([C:15]1[CH:22]=[CH:21][C:18]([CH2:19][O:1][NH2:2])=[CH:17][CH:16]=1)#[N:14], predict the reactants needed to synthesize it. The reactants are: [OH:1][N:2]1C(=O)C2=CC=CC=C2C1=O.[C:13]([C:15]1[CH:22]=[CH:21][C:18]([CH2:19]Br)=[CH:17][CH:16]=1)#[N:14].N12CCCN=C1CCCCC2.[ClH:34].C1(=O)NC(=O)C2=CC=CC=C12.O.NN. (5) The reactants are: N1(CC2N3C=C(C)C=CC3=NC=2C2C=CC(C)=CC=2)C=CN=C1.Cl.[Cl:25][C:26]1[CH:27]=[CH:28][C:29]2[N:30]([C:32]([CH2:42]Cl)=[C:33]([C:35]3[CH:40]=[CH:39][C:38]([Cl:41])=[CH:37][CH:36]=3)[N:34]=2)[CH:31]=1.[NH:44]1[CH:48]=[CH:47][N:46]=[C:45]1[C:49]([O:51][CH2:52][CH3:53])=[O:50]. Given the product [CH2:52]([O:51][C:49]([C:45]1[N:44]([CH2:42][C:32]2[N:30]3[CH:31]=[C:26]([Cl:25])[CH:27]=[CH:28][C:29]3=[N:34][C:33]=2[C:35]2[CH:36]=[CH:37][C:38]([Cl:41])=[CH:39][CH:40]=2)[CH:48]=[CH:47][N:46]=1)=[O:50])[CH3:53], predict the reactants needed to synthesize it. (6) Given the product [ClH:53].[ClH:53].[C:1]([C:5]1[N:10]=[C:9]([NH:11][CH2:12][CH2:13][CH2:14][O:15][CH3:16])[C:8]([C:17]([N:19]([C@H:20]2[CH2:25][C@@H:24]([C:26]([N:28]3[CH2:33][CH2:32][CH:31]([O:34][CH3:35])[CH2:30][CH2:29]3)=[O:27])[CH2:23][NH:22][CH2:21]2)[CH2:43][CH:44]([CH3:46])[CH3:45])=[O:18])=[CH:7][N:6]=1)([CH3:3])([CH3:4])[CH3:2], predict the reactants needed to synthesize it. The reactants are: [C:1]([C:5]1[N:10]=[C:9]([NH:11][CH2:12][CH2:13][CH2:14][O:15][CH3:16])[C:8]([C:17]([N:19]([CH2:43][CH:44]([CH3:46])[CH3:45])[C@H:20]2[CH2:25][C@@H:24]([C:26]([N:28]3[CH2:33][CH2:32][CH:31]([O:34][CH3:35])[CH2:30][CH2:29]3)=[O:27])[CH2:23][N:22](C(OC(C)(C)C)=O)[CH2:21]2)=[O:18])=[CH:7][N:6]=1)([CH3:4])([CH3:3])[CH3:2].C(OCC)(=O)C.[ClH:53]. (7) Given the product [F:1][C:2]1[CH:10]=[C:9]2[C:5]([C:6]([C:20]3[CH:21]=[N:22][N:23]([CH:25]4[CH2:5][CH2:9][N:8]([C:36](=[O:38])[CH2:35][CH2:34][O:33][CH3:32])[CH2:7][CH2:6]4)[CH:24]=3)=[CH:7][N:8]2[S:11]([C:14]2[CH:19]=[CH:18][CH:17]=[CH:16][CH:15]=2)(=[O:13])=[O:12])=[CH:4][CH:3]=1, predict the reactants needed to synthesize it. The reactants are: [F:1][C:2]1[CH:10]=[C:9]2[C:5]([C:6]([C:20]3[CH:21]=[N:22][N:23]([CH2:25]C4CCNCC4)[CH:24]=3)=[CH:7][N:8]2[S:11]([C:14]2[CH:19]=[CH:18][CH:17]=[CH:16][CH:15]=2)(=[O:13])=[O:12])=[CH:4][CH:3]=1.[CH3:32][O:33][CH2:34][CH2:35][C:36]([OH:38])=O.